This data is from Reaction yield outcomes from USPTO patents with 853,638 reactions. The task is: Predict the reaction yield, written as a fraction of the theoretical maximum amount of product (1.0 means a 100% yield; for example, 0.34 means a 34% yield). (1) The reactants are [CH3:1][C@H:2]1[CH2:7][NH:6][C@H:5]([CH3:8])[CH2:4][N:3]1[C:9]([O:11][CH2:12][CH3:13])=[O:10].[CH2:14](Br)[CH:15]=[CH2:16].C(=O)([O-])[O-].[Na+].[Na+]. The catalyst is C(#N)C. The product is [CH2:16]([N:6]1[C@H:5]([CH3:8])[CH2:4][N:3]([C:9]([O:11][CH2:12][CH3:13])=[O:10])[C@@H:2]([CH3:1])[CH2:7]1)[CH:15]=[CH2:14]. The yield is 0.810. (2) The reactants are [Br:1][C:2]1[CH:3]=[C:4]([CH:7]=[C:8]([O:11]C)[C:9]=1[OH:10])[CH:5]=[O:6].B(Br)(Br)Br. The catalyst is ClCCl. The product is [Br:1][C:2]1[CH:3]=[C:4]([CH:7]=[C:8]([OH:11])[C:9]=1[OH:10])[CH:5]=[O:6]. The yield is 1.00. (3) The catalyst is C(#N)C. The reactants are [C:1]([O:5][C:6](=[O:31])[CH2:7][O:8][C:9]1[C:18]2[CH2:17][CH2:16][CH2:15][C@@H:14]([NH:19][S:20]([C:23]3[CH:28]=[CH:27][C:26]([F:29])=[C:25]([Cl:30])[CH:24]=3)(=[O:22])=[O:21])[C:13]=2[CH:12]=[CH:11][CH:10]=1)([CH3:4])([CH3:3])[CH3:2].CI.[C:34](=O)([O-])[O-].[K+].[K+]. The product is [C:1]([O:5][C:6](=[O:31])[CH2:7][O:8][C:9]1[C:18]2[CH2:17][CH2:16][CH2:15][C@@H:14]([N:19]([S:20]([C:23]3[CH:28]=[CH:27][C:26]([F:29])=[C:25]([Cl:30])[CH:24]=3)(=[O:21])=[O:22])[CH3:34])[C:13]=2[CH:12]=[CH:11][CH:10]=1)([CH3:4])([CH3:2])[CH3:3]. The yield is 0.890.